Dataset: NCI-60 drug combinations with 297,098 pairs across 59 cell lines. Task: Regression. Given two drug SMILES strings and cell line genomic features, predict the synergy score measuring deviation from expected non-interaction effect. (1) Drug 1: CC1C(C(=O)NC(C(=O)N2CCCC2C(=O)N(CC(=O)N(C(C(=O)O1)C(C)C)C)C)C(C)C)NC(=O)C3=C4C(=C(C=C3)C)OC5=C(C(=O)C(=C(C5=N4)C(=O)NC6C(OC(=O)C(N(C(=O)CN(C(=O)C7CCCN7C(=O)C(NC6=O)C(C)C)C)C)C(C)C)C)N)C. Drug 2: CC12CCC3C(C1CCC2O)C(CC4=C3C=CC(=C4)O)CCCCCCCCCS(=O)CCCC(C(F)(F)F)(F)F. Cell line: CCRF-CEM. Synergy scores: CSS=32.6, Synergy_ZIP=23.4, Synergy_Bliss=26.5, Synergy_Loewe=-20.5, Synergy_HSA=20.8. (2) Drug 1: CC12CCC(CC1=CCC3C2CCC4(C3CC=C4C5=CN=CC=C5)C)O. Drug 2: C1CN(CCN1C(=O)CCBr)C(=O)CCBr. Cell line: NCIH23. Synergy scores: CSS=12.8, Synergy_ZIP=-8.27, Synergy_Bliss=-6.21, Synergy_Loewe=-10.5, Synergy_HSA=-6.44. (3) Drug 1: CCCS(=O)(=O)NC1=C(C(=C(C=C1)F)C(=O)C2=CNC3=C2C=C(C=N3)C4=CC=C(C=C4)Cl)F. Drug 2: CC1=C(C(CCC1)(C)C)C=CC(=CC=CC(=CC(=O)O)C)C. Cell line: K-562. Synergy scores: CSS=18.0, Synergy_ZIP=6.71, Synergy_Bliss=11.6, Synergy_Loewe=-0.926, Synergy_HSA=9.67. (4) Drug 1: C1=CC(=CC=C1CCC2=CNC3=C2C(=O)NC(=N3)N)C(=O)NC(CCC(=O)O)C(=O)O. Drug 2: C#CCC(CC1=CN=C2C(=N1)C(=NC(=N2)N)N)C3=CC=C(C=C3)C(=O)NC(CCC(=O)O)C(=O)O. Cell line: OVCAR3. Synergy scores: CSS=25.8, Synergy_ZIP=0.532, Synergy_Bliss=0.216, Synergy_Loewe=0.0213, Synergy_HSA=0.0652. (5) Drug 1: CN1CCC(CC1)COC2=C(C=C3C(=C2)N=CN=C3NC4=C(C=C(C=C4)Br)F)OC. Drug 2: N.N.Cl[Pt+2]Cl. Cell line: M14. Synergy scores: CSS=-4.15, Synergy_ZIP=2.61, Synergy_Bliss=-0.106, Synergy_Loewe=-2.84, Synergy_HSA=-3.19. (6) Drug 1: C1CN1P(=S)(N2CC2)N3CC3. Drug 2: C1=CC=C(C=C1)NC(=O)CCCCCCC(=O)NO. Cell line: DU-145. Synergy scores: CSS=45.7, Synergy_ZIP=4.56, Synergy_Bliss=9.45, Synergy_Loewe=2.45, Synergy_HSA=4.95.